This data is from Full USPTO retrosynthesis dataset with 1.9M reactions from patents (1976-2016). The task is: Predict the reactants needed to synthesize the given product. (1) Given the product [F:21][C:22]1[CH:23]=[C:24]([C:2]2[CH:3]=[N:4][CH:5]=[C:6]3[C:11]=2[N:10]=[C:9]([C:12]([NH:14][CH2:15][CH2:16][S:17]([CH3:20])(=[O:19])=[O:18])=[O:13])[CH:8]=[CH:7]3)[CH:25]=[CH:26][C:27]=1[F:28], predict the reactants needed to synthesize it. The reactants are: Br[C:2]1[CH:3]=[N:4][CH:5]=[C:6]2[C:11]=1[N:10]=[C:9]([C:12]([NH:14][CH2:15][CH2:16][S:17]([CH3:20])(=[O:19])=[O:18])=[O:13])[CH:8]=[CH:7]2.[F:21][C:22]1[CH:23]=[C:24](B(O)O)[CH:25]=[CH:26][C:27]=1[F:28].C(=O)([O-])[O-].[Cs+].[Cs+]. (2) Given the product [CH3:21][O:17][CH2:14][C:2]1[N:3]=[CH:4][CH:5]=[C:6]2[CH2:11][CH2:10][O:9][C:8](=[O:12])[C:7]=12, predict the reactants needed to synthesize it. The reactants are: O[C:2]1[N:3]=[C:4](C)[CH:5]=[C:6]2[CH2:11][CH2:10][O:9][C:8](=[O:12])[C:7]=12.[C:14](=[O:17])([O-])[O-].[K+].[K+].I[CH3:21]. (3) Given the product [Cl:1][C:2]1[C:3]([F:32])=[C:4]([C@H:8]2[CH2:12][N:11]([CH2:13][C:14]([NH:41][CH2:40][CH2:39][C@H:37]([OH:38])[CH2:36][OH:35])=[O:15])[C@@H:10]([CH2:17][C:18]([CH3:20])([CH3:21])[CH3:19])[C@@:9]2([C:24]2[CH:29]=[CH:28][C:27]([Cl:30])=[CH:26][C:25]=2[F:31])[C:22]#[N:23])[CH:5]=[CH:6][CH:7]=1, predict the reactants needed to synthesize it. The reactants are: [Cl:1][C:2]1[C:3]([F:32])=[C:4]([C@H:8]2[CH2:12][N:11]([CH2:13][C:14](O)=[O:15])[C@@H:10]([CH2:17][C:18]([CH3:21])([CH3:20])[CH3:19])[C@@:9]2([C:24]2[CH:29]=[CH:28][C:27]([Cl:30])=[CH:26][C:25]=2[F:31])[C:22]#[N:23])[CH:5]=[CH:6][CH:7]=1.CC1(C)[O:38][C@@H:37]([CH2:39][CH2:40][NH2:41])[CH2:36][O:35]1.CN(C(ON1N=NC2C=CC=NC1=2)=[N+](C)C)C.F[P-](F)(F)(F)(F)F.CCN(C(C)C)C(C)C.Cl. (4) Given the product [OH:4][C:5]1[CH:17]=[CH:16][C:15]2[C:14]3[C:9](=[CH:10][C:11]([OH:18])=[CH:12][CH:13]=3)[CH:8]([CH3:22])[C:7]=2[CH:6]=1, predict the reactants needed to synthesize it. The reactants are: C([O:4][C:5]1[CH:17]=[CH:16][C:15]2[C:14]3[C:9](=[CH:10][C:11]([O:18]C(=O)C)=[CH:12][CH:13]=3)[CH:8]([CH3:22])[C:7]=2[CH:6]=1)(=O)C.O.[OH-].[Li+].Cl.